Predict the reactants needed to synthesize the given product. From a dataset of Full USPTO retrosynthesis dataset with 1.9M reactions from patents (1976-2016). (1) Given the product [CH3:18][O:11][C:10](=[O:12])[C:9]1[CH:13]=[CH:14][CH:15]=[C:7]([Br:6])[C:8]=1[O:16][CH3:17], predict the reactants needed to synthesize it. The reactants are: S(=O)(=O)(O)O.[Br:6][C:7]1[C:8]([O:16][CH3:17])=[C:9]([CH:13]=[CH:14][CH:15]=1)[C:10]([OH:12])=[O:11].[CH3:18]O. (2) Given the product [F:9][C:4]1[CH:3]=[C:2]([C:10]2([OH:14])[CH2:13][CH2:12][CH2:11]2)[CH:7]=[C:6]([F:8])[CH:5]=1, predict the reactants needed to synthesize it. The reactants are: Br[C:2]1[CH:7]=[C:6]([F:8])[CH:5]=[C:4]([F:9])[CH:3]=1.[C:10]1(=[O:14])[CH2:13][CH2:12][CH2:11]1. (3) Given the product [NH2:8][C:6]1[N:7]=[C:2]([C:17]2[CH:18]=[C:13]([CH:14]=[CH:15][CH:16]=2)[C:11]#[N:12])[C:3]([O:9][CH3:10])=[CH:4][CH:5]=1, predict the reactants needed to synthesize it. The reactants are: Br[C:2]1[N:7]=[C:6]([NH2:8])[CH:5]=[CH:4][C:3]=1[O:9][CH3:10].[C:11]([C:13]1[CH:14]=[C:15](B(O)O)[CH:16]=[CH:17][CH:18]=1)#[N:12]. (4) Given the product [C:1]([O:4][CH2:5][C:6]1[CH:10]=[C:9]([C:11]([Cl:12])([Cl:13])[Cl:14])[N:8]([C:16]2[C:21]([Cl:22])=[CH:20][CH:19]=[CH:18][N:17]=2)[N:7]=1)(=[O:3])[CH3:2], predict the reactants needed to synthesize it. The reactants are: [C:1]([O:4][CH2:5][C:6]1[CH2:10][C:9](O)([C:11]([Cl:14])([Cl:13])[Cl:12])[N:8]([C:16]2[C:21]([Cl:22])=[CH:20][CH:19]=[CH:18][N:17]=2)[N:7]=1)(=[O:3])[CH3:2].C(Cl)(=O)C(Cl)=O. (5) Given the product [O:40]=[S:21]1(=[O:20])[CH2:26][CH2:25][N:24]2[CH:27]3[CH2:32][CH2:31][C:30]([C:33]4[CH:38]=[CH:37][C:36]([O:39][C:8]5[CH:9]=[CH:10][C:11]([C:16]([F:19])([F:18])[F:17])=[C:12]([CH:15]=5)[C:13]#[N:14])=[CH:35][CH:34]=4)([C:23]2=[N:22]1)[CH2:29][CH2:28]3, predict the reactants needed to synthesize it. The reactants are: C(=O)([O-])[O-].[K+].[K+].F[C:8]1[CH:9]=[CH:10][C:11]([C:16]([F:19])([F:18])[F:17])=[C:12]([CH:15]=1)[C:13]#[N:14].[O:20]=[S:21]1(=[O:40])[CH2:26][CH2:25][N:24]2[CH:27]3[CH2:32][CH2:31][C:30]([C:33]4[CH:38]=[CH:37][C:36]([OH:39])=[CH:35][CH:34]=4)([C:23]2=[N:22]1)[CH2:29][CH2:28]3.CS(C)=O. (6) Given the product [CH3:43][O:42][C:39]1[CH:38]=[CH:37][C:36]([CH2:35][N:8]([CH2:7][C:6]2[CH:5]=[CH:4][C:3]([O:2][CH3:1])=[CH:45][CH:44]=2)[C:9]2[N:14]=[C:13]([CH3:15])[N:12]=[C:11]([C:16]3[CH:17]=[C:18]([CH:32]([OH:34])[CH3:33])[CH:19]=[N:20][C:21]=3[NH:22][C:23]3[CH:24]=[N:25][C:26]([O:30][CH3:31])=[C:27]([F:29])[CH:28]=3)[N:10]=2)=[CH:41][CH:40]=1, predict the reactants needed to synthesize it. The reactants are: [CH3:1][O:2][C:3]1[CH:45]=[CH:44][C:6]([CH2:7][N:8]([CH2:35][C:36]2[CH:41]=[CH:40][C:39]([O:42][CH3:43])=[CH:38][CH:37]=2)[C:9]2[N:14]=[C:13]([CH3:15])[N:12]=[C:11]([C:16]3[CH:17]=[C:18]([C:32](=[O:34])[CH3:33])[CH:19]=[N:20][C:21]=3[NH:22][C:23]3[CH:24]=[N:25][C:26]([O:30][CH3:31])=[C:27]([F:29])[CH:28]=3)[N:10]=2)=[CH:5][CH:4]=1.[B-].[Na+].CO.